This data is from Catalyst prediction with 721,799 reactions and 888 catalyst types from USPTO. The task is: Predict which catalyst facilitates the given reaction. (1) Reactant: [Br:1][C:2]1[CH:3]=[CH:4][C:5]2[C:14]3[C:9](=[C:10]4[CH:18]=[CH:17][C:16]([OH:19])=[CH:15][C:11]4=[CH:12][CH:13]=3)[O:8][CH2:7][C:6]=2[CH:20]=1.N1C=CC=CC=1.[F:27][C:28]([F:41])([F:40])[S:29](O[S:29]([C:28]([F:41])([F:40])[F:27])(=[O:31])=[O:30])(=[O:31])=[O:30].Cl. Product: [F:27][C:28]([F:41])([F:40])[S:29]([O:19][C:16]1[CH:17]=[CH:18][C:10]2[C:11]([CH:15]=1)=[CH:12][CH:13]=[C:14]1[C:9]=2[O:8][CH2:7][C:6]2[CH:20]=[C:2]([Br:1])[CH:3]=[CH:4][C:5]1=2)(=[O:31])=[O:30]. The catalyst class is: 4. (2) Product: [ClH:23].[NH2:13][CH:11]([C:8]1[CH:9]=[CH:10][C:5]2[C:4]([CH3:21])([CH3:22])[O:3][B:2]([OH:1])[C:6]=2[CH:7]=1)[CH3:12]. The catalyst class is: 5. Reactant: [OH:1][B:2]1[C:6]2[CH:7]=[C:8]([CH:11]([NH:13]C(=O)OC(C)(C)C)[CH3:12])[CH:9]=[CH:10][C:5]=2[C:4]([CH3:22])([CH3:21])[O:3]1.[ClH:23].O. (3) Reactant: [CH3:1][N:2]([CH:4]=[O:5])[CH3:3].N1C2[C:11](=[CH:12][CH:13]=[CH:14]C=2)[C:9](=O)[C:7]1=[O:8].[H-].[Na+].CI. Product: [CH3:1][N:2]1[C:3]2[C:9](=[CH:11][CH:12]=[CH:13][CH:14]=2)[C:7](=[O:8])[C:4]1=[O:5]. The catalyst class is: 5. (4) Reactant: [F:1][C:2]1[CH:3]=[C:4]([CH:7]=[CH:8][C:9]=1[N+:10]([O-:12])=[O:11])[CH:5]=O.[NH:13]1[CH2:18][CH2:17][CH:16]([C:19]([OH:22])([CH3:21])[CH3:20])[CH2:15][CH2:14]1.CC(O)=O.C(O[BH-](OC(=O)C)OC(=O)C)(=O)C.[Na+]. Product: [F:1][C:2]1[CH:3]=[C:4]([CH:7]=[CH:8][C:9]=1[N+:10]([O-:12])=[O:11])[CH2:5][N:13]1[CH2:18][CH2:17][CH:16]([C:19]([OH:22])([CH3:21])[CH3:20])[CH2:15][CH2:14]1. The catalyst class is: 2.